Predict which catalyst facilitates the given reaction. From a dataset of Catalyst prediction with 721,799 reactions and 888 catalyst types from USPTO. (1) Product: [Br:12][C:5]1[S:1][C:2]2[CH2:9][CH2:8][CH2:7][C:6](=[O:10])[C:3]=2[CH:4]=1. The catalyst class is: 15. Reactant: [S:1]1[CH:5]=[CH:4][C:3]2[C:6](=[O:10])[CH2:7][CH2:8][CH2:9][C:2]1=2.O.[Br:12]Br. (2) Reactant: P(Br)(Br)[Br:2].[O:5]([C:12]1[CH:19]=[CH:18][CH:17]=[CH:16][C:13]=1[CH2:14]O)[C:6]1[CH:11]=[CH:10][CH:9]=[CH:8][CH:7]=1.O. Product: [O:5]([C:12]1[CH:19]=[CH:18][CH:17]=[CH:16][C:13]=1[CH2:14][Br:2])[C:6]1[CH:11]=[CH:10][CH:9]=[CH:8][CH:7]=1. The catalyst class is: 12.